From a dataset of Experimentally validated miRNA-target interactions with 360,000+ pairs, plus equal number of negative samples. Binary Classification. Given a miRNA mature sequence and a target amino acid sequence, predict their likelihood of interaction. (1) Result: 0 (no interaction). The miRNA is hsa-miR-4531 with sequence AUGGAGAAGGCUUCUGA. The protein sequence of the target gene is MGPPSACPHRECIPWQGLLLTASLLTFWNAPTTAWLFIASAPFEVAEGENVHLSVVYLPENLYSYGWYKGKTVEPNQLIAAYVIDTHVRTPGPAYSGRETISPSGDLHFQNVTLEDTGYYTLQVTYRNSQIEQASHHLRVYESVAQPSIQASSTTVTEKGSVVLTCHTNNTGTSFQWIFNNQRLQVTKRMKLSWFNHMLTIDPIRQEDAGEYQCEVSNPVSSNRSDPLKLTVKSDDNTLGILIGVLVGSLLVAALVCFLLLRKTGRASDQSDFREQQPPASTPGHGPSDSSIS. (2) The miRNA is hsa-miR-1273c with sequence GGCGACAAAACGAGACCCUGUC. The protein sequence of the target gene is MTMLLDGGPQFPGLGVGSFGAPRHHEMPNREPAGMGLNPFGDSTHAAAAAAAAAAFKLSPATAHDLSSGQSSAFTPQGSGYANALGHHHHHHHHHHASQVPTYGGAASAAFNSTRDFLFRQRGSGLSEAASGGGQHGLFAGSASSLHAPAGIPEPPSYLLFPGLHEQGAGHPSPTGHVDNNQVHLGLRGELFGRADPYRPVASPRTDPYAASAQFPNYSPMNMNMGVNVAAHHGPGAFFRYMRQPIKQELSCKWIEEAQLSRPKKSCDRTFSTMHELVTHVTMEHVGGPEQNNHVCYWEE.... Result: 0 (no interaction). (3) The miRNA is mmu-miR-26a-5p with sequence UUCAAGUAAUCCAGGAUAGGCU. The protein sequence of the target gene is MELEGQWWRGQLAADIHQALRYKELKLPSYKGQSPQLNLRRYFADLIAIVSNRFTLCPPARHLAVYLLDLFMDRYDISIQQLHLVALSCLLLASKFEEKEDSVPKLEQLNSLGCMTNMNLVLTKQTLLHMELLLLETFQWNLCLPTAAHFIEYYLSEAVHETDLHDGWPMVCLEKTKLYMAKYADYFLEVSLQDYAFLNYAPSLVAAACVASSRIILRLSPTWPTRLHRLTAYSWDFLVQCIERLLLAHDNDVKEANKQRGQSAPQSTQLTVFQTAQPSRPVHFQQPQYLHQSSLQYRHP.... Result: 1 (interaction). (4) The miRNA is mmu-miR-10b-5p with sequence UACCCUGUAGAACCGAAUUUGUG. The protein sequence of the target gene is MRRSGTALSFLWTERVREPVDSGVAPVSPLGGGVILRRFSGTLLLPPLSSRLGSSGEAESAAHVVFTIGTQGTQRNLGSAQSSFDLENGLPGGKGLLDAQSGPSLGRALQPPVHHVQRRESFLYRSDSDHEPSPKAVSRTSSAASDLHGEDMIVTPFAQVLASLRTVRNNVAALAHGPGSATRQVLLGTPPHSSQQAAPTEDSGLQLVQETLEELDWCLEQLETLQTRRSVGEMASNKFKRMLNRELSYLSETSRSGNQVSEYISQTFLDQQAEVELPQPPTEDDPWPMAQITELRRSSH.... Result: 1 (interaction). (5) The miRNA is mmu-miR-297a-5p with sequence AUGUAUGUGUGCAUGUGCAUGU. The protein sequence of the target gene is MCCEKWNHVAEMLLFIEDREEEYKILCLCSRAFVEDRKLYNLGLKGYYVKSSGNNAGDQGTEEEEDGHSNGTAESHSPNESDLDSEAKLMRSMGLPIQFGRMSSHENFEMSMNARNKAKVKQKRRKHQKRYLDEMVRESWRNDYEEDDLVVSDDPSSVEHCENNRTCEIQSKAGSEVENLPVENTLAPKLEVPENWEKYWNEYGEGLLWQSWQEKYPDQTLSSEPWNLPDTKEEWEQHYSQLYWYYLEQFQYWEAQGWTFTASQNCDKDVYTSHTEVDQNAESSLKADVMTFSSSPNIVE.... Result: 1 (interaction). (6) The miRNA is mmu-miR-374b-5p with sequence AUAUAAUACAACCUGCUAAGUG. The protein sequence of the target gene is MAAELSMGQELPTSPLAMEYVNDFDLLKFDVKKEPLGRAERPGRPCTRLQPAGSVSSTPLSTPCSSVPSSPSFSPTEPKTHLEDLYWMASNYQQMNPEALNLTPEDAVEALIGSHPVPQPLQSFDGFRSAHHHHHHHHPHPHHGYPGAGVTHDDLGQHAHPHHHHHHQASPPPSSAASPAQQLPTSHPGPGPHATAAATAAGGNGSVEDRFSDDQLVSMSVRELNRHLRGFTKDEVIRLKQKRRTLKNRGYAQSCRYKRVQQKHHLENEKTQLIQQVEQLKQEVSRLARERDAYKVKCEK.... Result: 0 (no interaction).